Dataset: Full USPTO retrosynthesis dataset with 1.9M reactions from patents (1976-2016). Task: Predict the reactants needed to synthesize the given product. (1) Given the product [I:11][C:5]1[CH:4]=[CH:3][C:2]([NH:1][C:20](=[O:21])[CH:19]([C:15]2[CH:16]=[CH:17][CH:18]=[C:13]([F:12])[CH:14]=2)[CH2:23][CH3:24])=[CH:10][C:6]=1[C:7]([NH2:9])=[O:8], predict the reactants needed to synthesize it. The reactants are: [NH2:1][C:2]1[CH:3]=[CH:4][C:5]([I:11])=[C:6]([CH:10]=1)[C:7]([NH2:9])=[O:8].[F:12][C:13]1[CH:14]=[C:15]([CH:19]([CH2:23][CH3:24])[C:20](O)=[O:21])[CH:16]=[CH:17][CH:18]=1.CN(C(ON1N=NC2C=CC=NC1=2)=[N+](C)C)C.F[P-](F)(F)(F)(F)F. (2) Given the product [O:87]=[CH:60][C@@H:65]([C@H:64]([C@@H:63]([C@@H:62]([C:78]([OH:80])=[O:79])[OH:61])[OH:74])[OH:70])[OH:66], predict the reactants needed to synthesize it. The reactants are: C([O:74][C@@H:63]1[C@@H:64]([O:70]C(=O)C)[C@H:65]([O:66]C(=O)C)[C@H:60](N2C=C(COCCCCCCC3(CCCCCCOCC4N=NN([C@H:60]5[C@H:65]([O:66]C(=O)C)[C@@H:64]([O:70]C(=O)C)[C@H:63]([O:74]C(=O)C)[C@@H:62]([C:78]([OH:80])=[O:79])[O:61]5)C=4)C4C=C(Br)C=CC=4C4C3=CC(Br)=CC=4)N=N2)[O:61][C@H:62]1[C:78]([OH:80])=[O:79])(=O)C.C1C[O:87]CC1.C([O-])([O-])=O.[K+].[K+].CO. (3) The reactants are: [Cl:1][C:2]1[CH:7]=[CH:6][C:5]([CH:8]([C:23]2[CH:28]=[CH:27][CH:26]=[CH:25][CH:24]=2)[O:9][C:10]2[CH:19]=[CH:18][C:17]([N+:20]([O-])=O)=[CH:16][C:11]=2[C:12]([O:14][CH3:15])=[O:13])=[CH:4][CH:3]=1.[Cl-].[Ca+2].[Cl-]. Given the product [NH2:20][C:17]1[CH:18]=[CH:19][C:10]([O:9][CH:8]([C:5]2[CH:4]=[CH:3][C:2]([Cl:1])=[CH:7][CH:6]=2)[C:23]2[CH:28]=[CH:27][CH:26]=[CH:25][CH:24]=2)=[C:11]([CH:16]=1)[C:12]([O:14][CH3:15])=[O:13], predict the reactants needed to synthesize it.